This data is from Catalyst prediction with 721,799 reactions and 888 catalyst types from USPTO. The task is: Predict which catalyst facilitates the given reaction. (1) Reactant: Cl.[CH2:2]([O:5][C:6]1[CH:15]=[CH:14][CH:13]=[C:12]2[C:7]=1[CH2:8][CH2:9][NH:10][CH2:11]2)[CH2:3][CH3:4].CCN(CC)CC.[C:23](O[C:23]([O:25][C:26]([CH3:29])([CH3:28])[CH3:27])=[O:24])([O:25][C:26]([CH3:29])([CH3:28])[CH3:27])=[O:24]. Product: [C:26]([O:25][C:23]([N:10]1[CH2:9][CH2:8][C:7]2[C:12](=[CH:13][CH:14]=[CH:15][C:6]=2[O:5][CH2:2][CH2:3][CH3:4])[CH2:11]1)=[O:24])([CH3:29])([CH3:28])[CH3:27]. The catalyst class is: 38. (2) Reactant: [F:1][C:2]1[CH:7]=[CH:6][CH:5]=[C:4]([CH:8]=O)[C:3]=1[CH:10]1[CH2:15][CH2:14][N:13]([C:16]([O:18][C:19]([CH3:22])([CH3:21])[CH3:20])=[O:17])[CH2:12][CH2:11]1.[CH3:23][C:24]([CH3:29])([CH3:28])[CH2:25][CH2:26][NH2:27]. Product: [CH3:23][C:24]([CH3:29])([CH3:28])[CH2:25][CH2:26]/[N:27]=[CH:8]/[C:4]1[CH:5]=[CH:6][CH:7]=[C:2]([F:1])[C:3]=1[CH:10]1[CH2:15][CH2:14][N:13]([C:16]([O:18][C:19]([CH3:22])([CH3:21])[CH3:20])=[O:17])[CH2:12][CH2:11]1. The catalyst class is: 11. (3) Reactant: [CH3:1][C:2]([CH3:24])([CH3:23])/[CH:3]=[CH:4]/[C:5]1[CH:6]=[C:7]([C:19]([O:21]C)=[O:20])[N:8]([CH2:10][C:11]2[C:16]([CH3:17])=[CH:15][CH:14]=[CH:13][C:12]=2[CH3:18])[N:9]=1.[OH-].[Na+]. Product: [CH3:1][C:2]([CH3:24])([CH3:23])/[CH:3]=[CH:4]/[C:5]1[CH:6]=[C:7]([C:19]([OH:21])=[O:20])[N:8]([CH2:10][C:11]2[C:16]([CH3:17])=[CH:15][CH:14]=[CH:13][C:12]=2[CH3:18])[N:9]=1. The catalyst class is: 1. (4) The catalyst class is: 252. Reactant: [OH:1][C:2]1[CH:7]=[CH:6][C:5]([O:8][CH3:9])=[CH:4][C:3]=1[C:10](=[O:19])[CH2:11][C:12]([O:14][C:15]([CH3:18])([CH3:17])[CH3:16])=[O:13].[Cl:20][C:21]1[CH:22]=[C:23]([CH:26]=[CH:27][C:28]=1[Cl:29])[CH:24]=O.N1CCCCC1.C(O)(=O)C. Product: [Cl:20][C:21]1[CH:22]=[C:23]([CH:24]2[CH:11]([C:12]([O:14][C:15]([CH3:16])([CH3:18])[CH3:17])=[O:13])[C:10](=[O:19])[C:3]3[C:2](=[CH:7][CH:6]=[C:5]([O:8][CH3:9])[CH:4]=3)[O:1]2)[CH:26]=[CH:27][C:28]=1[Cl:29]. (5) Reactant: C(OC(=O)[NH:7][C:8]1([C:12]2[CH:17]=[CH:16][C:15]([C:18]3[C:19]([C:33]4[CH:38]=[CH:37][CH:36]=[CH:35][CH:34]=4)=[CH:20][C:21]4[N:22]([C:24](/[CH:28]=[CH:29]/[C:30](=[O:32])[NH2:31])=[C:25]([CH3:27])[N:26]=4)[N:23]=3)=[CH:14][CH:13]=2)[CH2:11][CH2:10][CH2:9]1)(C)(C)C. Product: [NH2:7][C:8]1([C:12]2[CH:13]=[CH:14][C:15]([C:18]3[C:19]([C:33]4[CH:34]=[CH:35][CH:36]=[CH:37][CH:38]=4)=[CH:20][C:21]4[N:22]([C:24](/[CH:28]=[CH:29]/[C:30]([NH2:31])=[O:32])=[C:25]([CH3:27])[N:26]=4)[N:23]=3)=[CH:16][CH:17]=2)[CH2:9][CH2:10][CH2:11]1. The catalyst class is: 89.